This data is from Full USPTO retrosynthesis dataset with 1.9M reactions from patents (1976-2016). The task is: Predict the reactants needed to synthesize the given product. (1) The reactants are: Br[C:2]1[CH:3]=[C:4]([NH:14][C:15](=[O:21])[O:16][C:17]([CH3:20])([CH3:19])[CH3:18])[C:5]([N:8]2[CH2:13][CH2:12][O:11][CH2:10][CH2:9]2)=[N:6][CH:7]=1.[Cl:22][C:23]1[C:24](B(O)O)=[CH:25][C:26]([F:29])=[N:27][CH:28]=1.C(Cl)Cl.C(=O)([O-])[O-].[Na+].[Na+]. Given the product [Cl:22][C:23]1[C:24]([C:2]2[CH:7]=[N:6][C:5]([N:8]3[CH2:13][CH2:12][O:11][CH2:10][CH2:9]3)=[C:4]([NH:14][C:15](=[O:21])[O:16][C:17]([CH3:20])([CH3:19])[CH3:18])[CH:3]=2)=[CH:25][C:26]([F:29])=[N:27][CH:28]=1, predict the reactants needed to synthesize it. (2) Given the product [Cl:4][C:5]1[CH:10]=[N:9][CH:8]=[C:7]([S:3][CH3:2])[N:6]=1, predict the reactants needed to synthesize it. The reactants are: [Na].[CH3:2][SH:3].[Cl:4][C:5]1[CH:10]=[N:9][CH:8]=[C:7](Cl)[N:6]=1.C([O-])([O-])=O.[K+].[K+].CN(C=O)C. (3) The reactants are: Br[C:2]1[N:3]=[CH:4][C:5]([F:32])=[C:6]2[C:10]([C:11](=[O:31])[C:12]([N:14]3[CH2:19][CH2:18][N:17]([C:20]4[N:24]([C:25]5[CH:30]=[CH:29][CH:28]=[CH:27][CH:26]=5)[N:23]=[N:22][N:21]=4)[CH2:16][CH2:15]3)=[O:13])=[CH:9][NH:8][C:7]=12.C(=O)([O-])[O-].[K+].[K+].[NH2:39][C:40]1[CH:44]=[CH:43][NH:42][N:41]=1. Given the product [NH2:39][C:40]1[CH:44]=[CH:43][N:42]([C:2]2[N:3]=[CH:4][C:5]([F:32])=[C:6]3[C:10]([C:11](=[O:31])[C:12]([N:14]4[CH2:15][CH2:16][N:17]([C:20]5[N:24]([C:25]6[CH:26]=[CH:27][CH:28]=[CH:29][CH:30]=6)[N:23]=[N:22][N:21]=5)[CH2:18][CH2:19]4)=[O:13])=[CH:9][NH:8][C:7]=23)[N:41]=1, predict the reactants needed to synthesize it. (4) Given the product [CH2:1]([O:3][C:4]([C:6]1[NH:7][C:8]([CH3:11])=[C:9]([C:19](=[O:20])[CH:18]([C:12]2[CH:17]=[CH:16][CH:15]=[CH:14][CH:13]=2)[CH3:22])[CH:10]=1)=[O:5])[CH3:2], predict the reactants needed to synthesize it. The reactants are: [CH2:1]([O:3][C:4]([C:6]1[NH:7][C:8]([CH3:11])=[CH:9][CH:10]=1)=[O:5])[CH3:2].[C:12]1([CH:18]([CH3:22])[C:19](Cl)=[O:20])[CH:17]=[CH:16][CH:15]=[CH:14][CH:13]=1. (5) Given the product [F:33][C:4]1[CH:3]=[C:2]([NH:1][C:41]([NH:40][C:37]2[CH:38]=[CH:39][N:34]=[CH:35][CH:36]=2)=[O:42])[CH:7]=[CH:6][C:5]=1[N:8]([CH:9]1[CH2:14][CH2:13][N:12]([CH2:15][C:16]2[CH:17]=[CH:18][C:19]([C:22]([OH:31])([C:23]([F:24])([F:25])[F:26])[C:27]([F:30])([F:28])[F:29])=[CH:20][CH:21]=2)[CH2:11][CH2:10]1)[CH3:32], predict the reactants needed to synthesize it. The reactants are: [NH2:1][C:2]1[CH:7]=[CH:6][C:5]([N:8]([CH3:32])[CH:9]2[CH2:14][CH2:13][N:12]([CH2:15][C:16]3[CH:21]=[CH:20][C:19]([C:22]([OH:31])([C:27]([F:30])([F:29])[F:28])[C:23]([F:26])([F:25])[F:24])=[CH:18][CH:17]=3)[CH2:11][CH2:10]2)=[C:4]([F:33])[CH:3]=1.[N:34]1[CH:39]=[CH:38][C:37]([NH:40][C:41](=O)[O:42]C2C=CC=CC=2)=[CH:36][CH:35]=1.O1CCOCC1. (6) Given the product [CH2:20]([N:22]1[CH2:27][CH2:26][N:25]([CH2:28][C:29]2[CH:34]=[CH:33][C:32]([NH:35][C:17](=[O:19])[CH2:16][C:13]3[CH:12]=[CH:11][C:10]([N:3]4[C:4]5=[N:5][CH:6]=[CH:7][CH:8]=[C:9]5[N:1]=[CH:2]4)=[CH:15][CH:14]=3)=[CH:31][C:30]=2[C:36]([F:39])([F:37])[F:38])[CH2:24][CH2:23]1)[CH3:21], predict the reactants needed to synthesize it. The reactants are: [N:1]1[C:9]2[C:4](=[N:5][CH:6]=[CH:7][CH:8]=2)[N:3]([C:10]2[CH:15]=[CH:14][C:13]([CH2:16][C:17]([OH:19])=O)=[CH:12][CH:11]=2)[CH:2]=1.[CH2:20]([N:22]1[CH2:27][CH2:26][N:25]([CH2:28][C:29]2[CH:34]=[CH:33][C:32]([NH2:35])=[CH:31][C:30]=2[C:36]([F:39])([F:38])[F:37])[CH2:24][CH2:23]1)[CH3:21].